Regression. Given two drug SMILES strings and cell line genomic features, predict the synergy score measuring deviation from expected non-interaction effect. From a dataset of NCI-60 drug combinations with 297,098 pairs across 59 cell lines. Drug 1: CNC(=O)C1=NC=CC(=C1)OC2=CC=C(C=C2)NC(=O)NC3=CC(=C(C=C3)Cl)C(F)(F)F. Drug 2: C1CCC(C(C1)N)N.C(=O)(C(=O)[O-])[O-].[Pt+4]. Cell line: EKVX. Synergy scores: CSS=10.7, Synergy_ZIP=-2.01, Synergy_Bliss=0.908, Synergy_Loewe=3.30, Synergy_HSA=1.36.